Dataset: Forward reaction prediction with 1.9M reactions from USPTO patents (1976-2016). Task: Predict the product of the given reaction. Given the reactants [CH3:1][C:2]1[O:6][C:5]([C:7]2[CH:12]=[CH:11][CH:10]=[CH:9][CH:8]=2)=[N:4][C:3]=1[CH2:13][O:14][C:15]1[CH:16]=[C:17]([CH:38]=[CH:39][CH:40]=1)[CH2:18][S:19][C:20]1[CH:21]=[C:22]([CH:35]=[CH:36][CH:37]=1)[CH2:23][CH:24](C(OCC)=O)[C:25]([O:27]CC)=[O:26].[OH-].[K+].O1CCCC1, predict the reaction product. The product is: [CH3:1][C:2]1[O:6][C:5]([C:7]2[CH:8]=[CH:9][CH:10]=[CH:11][CH:12]=2)=[N:4][C:3]=1[CH2:13][O:14][C:15]1[CH:16]=[C:17]([CH:38]=[CH:39][CH:40]=1)[CH2:18][S:19][C:20]1[CH:21]=[C:22]([CH2:23][CH2:24][C:25]([OH:27])=[O:26])[CH:35]=[CH:36][CH:37]=1.